This data is from Full USPTO retrosynthesis dataset with 1.9M reactions from patents (1976-2016). The task is: Predict the reactants needed to synthesize the given product. Given the product [N:1]1([CH2:8][CH2:9][N:10]2[CH2:11][CH2:12][CH:13]([NH:16][C:17]([C:19]3[NH:20][C:21]4[C:26]([CH:27]=3)=[C:25]([C:39]3[CH:40]=[N:41][C:36]([O:35][CH3:34])=[CH:37][CH:38]=3)[CH:24]=[CH:23][CH:22]=4)=[O:18])[CH2:14][CH2:15]2)[CH2:2][CH2:3][CH2:4][CH2:5][CH2:6][CH2:7]1, predict the reactants needed to synthesize it. The reactants are: [N:1]1([CH2:8][CH2:9][N:10]2[CH2:15][CH2:14][CH:13]([NH:16][C:17]([C:19]3[NH:20][C:21]4[C:26]([CH:27]=3)=[C:25](C3C=CC=CC=3)[CH:24]=[CH:23][CH:22]=4)=[O:18])[CH2:12][CH2:11]2)[CH2:7][CH2:6][CH2:5][CH2:4][CH2:3][CH2:2]1.[CH3:34][O:35][C:36]1[N:41]=[CH:40][C:39](B(O)O)=[CH:38][CH:37]=1.